From a dataset of Forward reaction prediction with 1.9M reactions from USPTO patents (1976-2016). Predict the product of the given reaction. (1) Given the reactants [H-].[Al+3].[Li+].[H-].[H-].[H-].[CH3:7][C@H:8]1[CH2:14][CH2:13][CH2:12][C@H:11]([CH3:15])[NH:10][C:9]1=O.[OH-].[Na+].S([O-])([O-])(=O)=O.[Mg+2].[ClH:25].C(OCC)C, predict the reaction product. The product is: [ClH:25].[CH3:15][C@H:11]1[CH2:12][CH2:13][CH2:14][C@H:8]([CH3:7])[CH2:9][NH:10]1. (2) Given the reactants [F:1][C:2]([F:18])([F:17])[S:3]([O:6][C:7]1[CH:12]=[CH:11][CH:10]=[C:9]([O:13][CH3:14])[C:8]=1[CH:15]=O)(=[O:5])=[O:4].[NH:19]1[CH2:24][CH2:23][O:22][CH2:21][CH2:20]1.C(O[BH-](OC(=O)C)OC(=O)C)(=O)C.[Na+].FC(F)(F)C(O)=O, predict the reaction product. The product is: [F:1][C:2]([F:18])([F:17])[S:3]([O:6][C:7]1[CH:12]=[CH:11][CH:10]=[C:9]([O:13][CH3:14])[C:8]=1[CH2:15][N:19]1[CH2:24][CH2:23][O:22][CH2:21][CH2:20]1)(=[O:5])=[O:4]. (3) Given the reactants O=[O+][O-].[CH2:4]([C:7]1([C:23]([O:25][CH3:26])=[O:24])[CH2:12][CH2:11][N:10]([C:13]([O:15][CH2:16][C:17]2[CH:22]=[CH:21][CH:20]=[CH:19][CH:18]=2)=[O:14])[CH2:9][CH2:8]1)[CH:5]=C.S(OC)(OC)(=O)=[O:28].C(N(CC)CC)C, predict the reaction product. The product is: [O:28]=[CH:5][CH2:4][C:7]1([C:23]([O:25][CH3:26])=[O:24])[CH2:12][CH2:11][N:10]([C:13]([O:15][CH2:16][C:17]2[CH:18]=[CH:19][CH:20]=[CH:21][CH:22]=2)=[O:14])[CH2:9][CH2:8]1. (4) Given the reactants O(C)[Na].Br.Br.[NH:6]1[CH2:11][CH2:10][CH:9]([NH:12][C:13]2[NH:17][C:16]3[CH:18]=[CH:19][CH:20]=[CH:21][C:15]=3[N:14]=2)[CH2:8][CH2:7]1.[CH3:22][C:23]([O:26][C:27](O[C:27]([O:26][C:23]([CH3:25])([CH3:24])[CH3:22])=[O:28])=[O:28])([CH3:25])[CH3:24], predict the reaction product. The product is: [NH:17]1[C:16]2[CH:18]=[CH:19][CH:20]=[CH:21][C:15]=2[N:14]=[C:13]1[NH:12][CH:9]1[CH2:8][CH2:7][N:6]([C:27]([O:26][C:23]([CH3:25])([CH3:24])[CH3:22])=[O:28])[CH2:11][CH2:10]1. (5) Given the reactants FC(F)(F)C(O)=O.[NH:8]1[CH2:12][CH2:11][C@H:10]([CH2:13][NH:14][C:15]([C:17]2[O:18][C:19]3[CH:25]=[CH:24][C:23]([Cl:26])=[CH:22][C:20]=3[CH:21]=2)=[O:16])[CH2:9]1.[N+](C1C=CC([O:36][C:37](=O)[NH:38][C:39]2[CH:44]=[CH:43][C:42]([N:45]3[CH:50]=[CH:49][CH:48]=[CH:47][C:46]3=[O:51])=[CH:41][C:40]=2[F:52])=CC=1)([O-])=O, predict the reaction product. The product is: [F:52][C:40]1[CH:41]=[C:42]([N:45]2[CH:50]=[CH:49][CH:48]=[CH:47][C:46]2=[O:51])[CH:43]=[CH:44][C:39]=1[NH:38][C:37]([N:8]1[CH2:12][CH2:11][C@H:10]([CH2:13][NH:14][C:15]([C:17]2[O:18][C:19]3[CH:25]=[CH:24][C:23]([Cl:26])=[CH:22][C:20]=3[CH:21]=2)=[O:16])[CH2:9]1)=[O:36]. (6) Given the reactants [CH3:1][C:2]1[C:6]([CH2:7][N:8]2[CH:12]=[C:11]([N:13]3[C:17](=[O:18])[CH2:16][NH:15][C:14]3=[O:19])[CH:10]=[N:9]2)=[C:5]([CH3:20])[O:4][N:3]=1.[CH3:21][O:22][C:23]1[CH:24]=[C:25]([CH2:31]O)[CH:26]=[CH:27][C:28]=1[O:29][CH3:30].C(P(CCCC)CCCC)CCC, predict the reaction product. The product is: [CH3:21][O:22][C:23]1[CH:24]=[C:25]([CH:26]=[CH:27][C:28]=1[O:29][CH3:30])[CH2:31][N:15]1[CH2:16][C:17](=[O:18])[N:13]([C:11]2[CH:10]=[N:9][N:8]([CH2:7][C:6]3[C:2]([CH3:1])=[N:3][O:4][C:5]=3[CH3:20])[CH:12]=2)[C:14]1=[O:19]. (7) Given the reactants [Cl:1][C:2]1[CH:3]=[C:4]([CH2:12][C:13]([OH:15])=O)[CH:5]=[CH:6][C:7]=1[C:8]([F:11])([F:10])[F:9].[F:16][C:17]1[CH:22]=[CH:21][C:20]([N:23]2[C:31]3[CH2:30][CH2:29][CH2:28][NH:27][C:26]=3[CH:25]=[N:24]2)=[CH:19][CH:18]=1, predict the reaction product. The product is: [Cl:1][C:2]1[CH:3]=[C:4]([CH2:12][C:13]([N:27]2[CH2:28][CH2:29][CH2:30][C:31]3[N:23]([C:20]4[CH:21]=[CH:22][C:17]([F:16])=[CH:18][CH:19]=4)[N:24]=[CH:25][C:26]2=3)=[O:15])[CH:5]=[CH:6][C:7]=1[C:8]([F:9])([F:10])[F:11]. (8) The product is: [CH2:1]([O:3][C:4]1[CH:9]=[CH:8][C:7]([C:10]([F:13])([F:11])[F:12])=[CH:6][C:5]=1[C:14]1[N:19]=[C:18]([C:20]#[N:21])[C:17]2[N:22]=[CH:23][NH:24][C:16]=2[CH:15]=1)[CH3:2]. Given the reactants [CH2:1]([O:3][C:4]1[CH:9]=[CH:8][C:7]([C:10]([F:13])([F:12])[F:11])=[CH:6][C:5]=1[C:14]1[N:19]=[C:18]([C:20]#[N:21])[C:17]2[N:22]=[CH:23][N:24](C3CCCCO3)[C:16]=2[CH:15]=1)[CH3:2].O.C1(C)C=CC(S(O)(=O)=O)=CC=1, predict the reaction product. (9) The product is: [Cl:1][C:2]1[C:7]([N:8]2[CH2:9][CH2:10][CH:11]([N:14]([CH3:22])[CH:15]3[CH2:19][C:18](=[O:20])[N:17]([CH3:21])[CH2:16]3)[CH2:12][CH2:13]2)=[CH:6][C:5]([C:23]#[N:24])=[CH:4][C:3]=1[NH:25][C:26]1[N:31]=[C:30]([NH:32][CH:42]2[CH2:44][CH2:43]2)[C:29]2=[N:45][CH:46]=[C:47]([C:48]#[N:49])[N:28]2[N:27]=1. Given the reactants [Cl:1][C:2]1[C:7]([N:8]2[CH2:13][CH2:12][CH:11]([N:14]([CH3:22])[CH:15]3[CH2:19][C:18](=[O:20])[N:17]([CH3:21])[CH2:16]3)[CH2:10][CH2:9]2)=[CH:6][C:5]([C:23]#[N:24])=[CH:4][C:3]=1[NH:25][C:26]1[N:31]=[C:30]([N:32]([CH:42]2[CH2:44][CH2:43]2)CC2C=CC(OC)=CC=2)[C:29]2=[N:45][CH:46]=[C:47]([C:48]#[N:49])[N:28]2[N:27]=1.C1(OC)C=CC=CC=1.FC(F)(F)C(O)=O, predict the reaction product.